This data is from Merck oncology drug combination screen with 23,052 pairs across 39 cell lines. The task is: Regression. Given two drug SMILES strings and cell line genomic features, predict the synergy score measuring deviation from expected non-interaction effect. (1) Drug 1: CC1CC2C3CCC4=CC(=O)C=CC4(C)C3(F)C(O)CC2(C)C1(O)C(=O)CO. Drug 2: Cn1cc(-c2cnn3c(N)c(Br)c(C4CCCNC4)nc23)cn1. Cell line: A2058. Synergy scores: synergy=-6.37. (2) Synergy scores: synergy=10.2. Drug 1: O=S1(=O)NC2(CN1CC(F)(F)F)C1CCC2Cc2cc(C=CCN3CCC(C(F)(F)F)CC3)ccc2C1. Drug 2: C=CCn1c(=O)c2cnc(Nc3ccc(N4CCN(C)CC4)cc3)nc2n1-c1cccc(C(C)(C)O)n1. Cell line: A2058. (3) Drug 1: Cn1nnc2c(C(N)=O)ncn2c1=O. Drug 2: Cn1cc(-c2cnn3c(N)c(Br)c(C4CCCNC4)nc23)cn1. Cell line: SW837. Synergy scores: synergy=-35.3. (4) Drug 1: CCN(CC)CCNC(=O)c1c(C)[nH]c(C=C2C(=O)Nc3ccc(F)cc32)c1C. Drug 2: CCc1c2c(nc3ccc(O)cc13)-c1cc3c(c(=O)n1C2)COC(=O)C3(O)CC. Cell line: VCAP. Synergy scores: synergy=18.6. (5) Drug 1: N.N.O=C(O)C1(C(=O)O)CCC1.[Pt]. Drug 2: COC1=C2CC(C)CC(OC)C(O)C(C)C=C(C)C(OC(N)=O)C(OC)C=CC=C(C)C(=O)NC(=CC1=O)C2=O. Cell line: NCIH460. Synergy scores: synergy=-10.3. (6) Drug 1: O=c1[nH]cc(F)c(=O)[nH]1. Drug 2: COC1=C2CC(C)CC(OC)C(O)C(C)C=C(C)C(OC(N)=O)C(OC)C=CC=C(C)C(=O)NC(=CC1=O)C2=O. Cell line: MDAMB436. Synergy scores: synergy=5.80. (7) Drug 1: COc1cc(C2c3cc4c(cc3C(OC3OC5COC(C)OC5C(O)C3O)C3COC(=O)C23)OCO4)cc(OC)c1O. Drug 2: CCN(CC)CCNC(=O)c1c(C)[nH]c(C=C2C(=O)Nc3ccc(F)cc32)c1C. Cell line: A2780. Synergy scores: synergy=6.15. (8) Drug 1: Cn1nnc2c(C(N)=O)ncn2c1=O. Drug 2: Cn1c(=O)n(-c2ccc(C(C)(C)C#N)cc2)c2c3cc(-c4cnc5ccccc5c4)ccc3ncc21. Cell line: LOVO. Synergy scores: synergy=22.2.